This data is from Reaction yield outcomes from USPTO patents with 853,638 reactions. The task is: Predict the reaction yield, written as a fraction of the theoretical maximum amount of product (1.0 means a 100% yield; for example, 0.34 means a 34% yield). (1) The reactants are [CH3:1][NH:2][CH:3]1[CH2:8][CH2:7][C:6]([C:9]2[C:17]3[C:12](=[CH:13][C:14]([N+:18]([O-:20])=[O:19])=[CH:15][CH:16]=3)[NH:11][CH:10]=2)=[CH:5][CH2:4]1.CCN(CC)CC.[CH3:28][C:29]([O:32][C:33](O[C:33]([O:32][C:29]([CH3:31])([CH3:30])[CH3:28])=[O:34])=[O:34])([CH3:31])[CH3:30]. The catalyst is O1CCOCC1. The product is [CH3:1][N:2]([CH:3]1[CH2:8][CH2:7][C:6]([C:9]2[C:17]3[C:12](=[CH:13][C:14]([N+:18]([O-:20])=[O:19])=[CH:15][CH:16]=3)[NH:11][CH:10]=2)=[CH:5][CH2:4]1)[C:33](=[O:34])[O:32][C:29]([CH3:31])([CH3:30])[CH3:28]. The yield is 0.840. (2) The reactants are [O:1]=[C:2]1[N:10]([CH2:11][CH2:12][CH3:13])[C:9]2[N:8]=[C:7]([C:14]34[CH2:21][CH2:20][C:17]([CH2:22][CH2:23][C:24](O)=[O:25])([CH2:18][CH2:19]3)[CH2:16][CH2:15]4)[NH:6][C:5]=2[C:4](=[O:27])[N:3]1[CH2:28][CH2:29][CH3:30]. The catalyst is C1COCC1.CO. The product is [OH:25][CH2:24][CH2:23][CH2:22][C:17]12[CH2:16][CH2:15][C:14]([C:7]3[NH:6][C:5]4[C:4](=[O:27])[N:3]([CH2:28][CH2:29][CH3:30])[C:2](=[O:1])[N:10]([CH2:11][CH2:12][CH3:13])[C:9]=4[N:8]=3)([CH2:21][CH2:20]1)[CH2:19][CH2:18]2. The yield is 0.860. (3) The reactants are [CH3:1][O:2][C:3]([C@@H:5]([N:13]1[CH2:21][C:17]2[CH:18]=[CH:19][S:20][C:16]=2[CH2:15][CH2:14]1)[C:6]1[CH:7]=[CH:8][CH:9]=[CH:10][C:11]=1[Cl:12])=[O:4].[C@@:22]12([CH2:32][S:33]([OH:36])(=[O:35])=[O:34])[C:29]([CH3:31])([CH3:30])[CH:26]([CH2:27][CH2:28]1)[CH2:25][C:23]2=[O:24]. The catalyst is CC(C)=O. The product is [CH3:1][O:2][C:3]([C@@H:5]([N:13]1[CH2:21][C:17]2[CH:18]=[CH:19][S:20][C:16]=2[CH2:15][CH2:14]1)[C:6]1[CH:7]=[CH:8][CH:9]=[CH:10][C:11]=1[Cl:12])=[O:4].[C@@:22]12([CH2:32][S:33]([O-:36])(=[O:34])=[O:35])[C:29]([CH3:31])([CH3:30])[CH:26]([CH2:27][CH2:28]1)[CH2:25][C:23]2=[O:24]. The yield is 0.860. (4) The reactants are Br[C:2]1[N:7]2[CH:8]=[N:9][CH:10]=[C:6]2[C:5](=[O:11])[N:4]([CH3:12])[CH:3]=1.[F:13][C:14]1[CH:36]=[C:35]([F:37])[CH:34]=[CH:33][C:15]=1[O:16][C:17]1[CH:23]=[CH:22][C:20]([NH2:21])=[CH:19][C:18]=1B1OC(C)(C)C(C)(C)O1.C([O-])(O)=O.[Na+].N#N. The catalyst is O1CCOCC1.O.C1C=CC(P(C2C=CC=CC=2)[C-]2C=CC=C2)=CC=1.C1C=CC(P(C2C=CC=CC=2)[C-]2C=CC=C2)=CC=1.Cl[Pd]Cl.[Fe+2]. The product is [NH2:21][C:20]1[CH:22]=[CH:23][C:17]([O:16][C:15]2[CH:33]=[CH:34][C:35]([F:37])=[CH:36][C:14]=2[F:13])=[C:18]([C:2]2[N:7]3[CH:8]=[N:9][CH:10]=[C:6]3[C:5](=[O:11])[N:4]([CH3:12])[CH:3]=2)[CH:19]=1. The yield is 0.600. (5) The reactants are [O:1]=[C:2]1[C:7]([CH2:8][C:9]2[CH:14]=[CH:13][C:12]([C:15]3[C:16]([C:21]#[N:22])=[CH:17][CH:18]=[CH:19][CH:20]=3)=[CH:11][CH:10]=2)=[C:6]([CH2:23][CH2:24][CH3:25])[N:5]2[N:26]=[CH:27][N:28]=[C:4]2[N:3]1[CH:29]1[CH2:34][CH2:33][C:32](=O)[CH2:31][CH2:30]1.COC(OC)[N:39]([CH3:41])C.C[N:45](C=O)C.C(OCC)(=O)C. The catalyst is O. The product is [O:1]=[C:2]1[C:7]([CH2:8][C:9]2[CH:14]=[CH:13][C:12]([C:15]3[C:16]([C:21]#[N:22])=[CH:17][CH:18]=[CH:19][CH:20]=3)=[CH:11][CH:10]=2)=[C:6]([CH2:23][CH2:24][CH3:25])[N:5]2[N:26]=[CH:27][N:28]=[C:4]2[N:3]1[CH:29]1[CH2:30][CH2:31][C:32]2[NH:45][N:39]=[CH:41][C:33]=2[CH2:34]1. The yield is 0.710. (6) The catalyst is C(O)(=O)C. The yield is 0.549. The product is [NH2:1][C:2]1[C:3]([O:11][C:12]([F:13])([F:14])[F:15])=[CH:4][C:5]([C:6]([OH:8])=[O:7])=[CH:9][C:10]=1[Br:16]. The reactants are [NH2:1][C:2]1[CH:10]=[CH:9][C:5]([C:6]([OH:8])=[O:7])=[CH:4][C:3]=1[O:11][C:12]([F:15])([F:14])[F:13].[Br:16]Br.O. (7) The reactants are [NH2:1][CH:2]([C:7]1[CH:12]=[CH:11][C:10]([O:13][CH:14]([F:16])[F:15])=[C:9]([O:17][CH2:18][CH:19]2[CH2:21][CH2:20]2)[CH:8]=1)[CH2:3][C:4]([OH:6])=[O:5].[C:22]([Cl:25])(=O)C. The yield is 0.900. The catalyst is CO. The product is [ClH:25].[CH3:22][O:5][C:4](=[O:6])[CH2:3][CH:2]([NH2:1])[C:7]1[CH:12]=[CH:11][C:10]([O:13][CH:14]([F:16])[F:15])=[C:9]([O:17][CH2:18][CH:19]2[CH2:21][CH2:20]2)[CH:8]=1. (8) The reactants are [F:1][C:2]1[CH:3]=[C:4]([N:8]2[CH2:23][CH:11]3[CH2:12][N:13](C(OC(C)(C)C)=O)[CH2:14][CH2:15][N:10]3[C:9]2=[O:24])[CH:5]=[CH:6][CH:7]=1.C(OCC)(=O)C.[ClH:31]. No catalyst specified. The product is [ClH:31].[F:1][C:2]1[CH:3]=[C:4]([N:8]2[CH2:23][CH:11]3[CH2:12][NH:13][CH2:14][CH2:15][N:10]3[C:9]2=[O:24])[CH:5]=[CH:6][CH:7]=1. The yield is 0.806. (9) The reactants are [CH3:1][S:2](Cl)(=[O:4])=[O:3].[NH2:6][C:7]1[C:26]([C:27]2[CH:32]=[CH:31][CH:30]=[C:29]([C:33](=[O:44])[NH:34][C:35]([C:38]3[CH:43]=[CH:42][CH:41]=[CH:40][CH:39]=3)([CH3:37])[CH3:36])[CH:28]=2)=[CH:25][C:10]2[C:11]([C:21]([NH:23][CH3:24])=[O:22])=[C:12]([C:14]3[CH:19]=[CH:18][C:17]([F:20])=[CH:16][CH:15]=3)[O:13][C:9]=2[CH:8]=1.Br[CH2:46][CH2:47][O:48][Si](C(C)(C)C)(C)C.C([O-])([O-])=O.[Na+].[Na+]. The catalyst is N1C=CC=CC=1.CCOC(C)=O. The product is [F:20][C:17]1[CH:16]=[CH:15][C:14]([C:12]2[O:13][C:9]3[CH:8]=[C:7]([N:6]([CH2:46][CH2:47][OH:48])[S:2]([CH3:1])(=[O:4])=[O:3])[C:26]([C:27]4[CH:32]=[CH:31][CH:30]=[C:29]([C:33](=[O:44])[NH:34][C:35]([C:38]5[CH:39]=[CH:40][CH:41]=[CH:42][CH:43]=5)([CH3:37])[CH3:36])[CH:28]=4)=[CH:25][C:10]=3[C:11]=2[C:21]([NH:23][CH3:24])=[O:22])=[CH:19][CH:18]=1. The yield is 0.390. (10) The reactants are C1(C[N:8]2[CH2:13][CH2:12][CH:11]([N:14]3[CH2:19][CH2:18][CH:17]([N:20]4[CH2:29][C:28]5[C:23](=[CH:24][CH:25]=[CH:26][CH:27]=5)[NH:22][C:21]4=[O:30])[CH2:16][CH2:15]3)[CH2:10][CH2:9]2)C=CC=CC=1.N. The catalyst is [OH-].[OH-].[Pd+2].ClCCl.CO.C1CCCCC1. The product is [NH:8]1[CH2:13][CH2:12][CH:11]([N:14]2[CH2:19][CH2:18][CH:17]([N:20]3[CH2:29][C:28]4[C:23](=[CH:24][CH:25]=[CH:26][CH:27]=4)[NH:22][C:21]3=[O:30])[CH2:16][CH2:15]2)[CH2:10][CH2:9]1. The yield is 0.920.